Dataset: CYP2D6 inhibition data for predicting drug metabolism from PubChem BioAssay. Task: Regression/Classification. Given a drug SMILES string, predict its absorption, distribution, metabolism, or excretion properties. Task type varies by dataset: regression for continuous measurements (e.g., permeability, clearance, half-life) or binary classification for categorical outcomes (e.g., BBB penetration, CYP inhibition). Dataset: cyp2d6_veith. (1) The result is 0 (non-inhibitor). The drug is COc1cc2cc(CN(CCCO)S(=O)(=O)c3ccccc3Cl)c(=O)[nH]c2cc1OC. (2) The compound is COC(=O)C/C=C1\c2ccccc2[C@H](OC)[C@H]1C. The result is 0 (non-inhibitor). (3) The drug is CN(C)Cc1ccccc1-c1ccc2ncnc(NC3CCNCC3)c2c1. The result is 1 (inhibitor). (4) The compound is Cc1sc(N/N=C/C=C/c2ccccc2)nc1-c1ccccc1. The result is 0 (non-inhibitor).